The task is: Predict the product of the given reaction.. This data is from Forward reaction prediction with 1.9M reactions from USPTO patents (1976-2016). (1) Given the reactants CN.C(O)C.[Cl:6][C:7]1[CH:29]=[CH:28][C:10]2[NH:11][C:12]([S:14][C:15]3[C:20]4[NH:21][C:22](=[O:24])[NH:23][C:19]=4[CH:18]=[C:17]([C:25]([OH:27])=O)[CH:16]=3)=[N:13][C:9]=2[CH:8]=1.C[CH2:31][N:32](C(C)C)C(C)C.CN(C(ON1N=NC2C=CC=CC1=2)=[N+](C)C)C.[B-](F)(F)(F)F, predict the reaction product. The product is: [Cl:6][C:7]1[CH:29]=[CH:28][C:10]2[NH:11][C:12]([S:14][C:15]3[C:20]4[NH:21][C:22](=[O:24])[NH:23][C:19]=4[CH:18]=[C:17]([C:25]([NH:32][CH3:31])=[O:27])[CH:16]=3)=[N:13][C:9]=2[CH:8]=1. (2) Given the reactants Br[C:2]1[CH:23]=[CH:22][C:5]2[C:6]3[N:7]([CH:11]=[C:12]([C:14]4[N:18]([CH:19]([CH3:21])[CH3:20])[N:17]=[CH:16][N:15]=4)[N:13]=3)[CH2:8][CH2:9][O:10][C:4]=2[CH:3]=1.[Si]([O:31][C:32]([O:34][CH3:35])=[CH2:33])(C(C)(C)C)(C)C, predict the reaction product. The product is: [CH:19]([N:18]1[C:14]([C:12]2[N:13]=[C:6]3[C:5]4[CH:22]=[CH:23][C:2]([CH2:33][C:32]([O:34][CH3:35])=[O:31])=[CH:3][C:4]=4[O:10][CH2:9][CH2:8][N:7]3[CH:11]=2)=[N:15][CH:16]=[N:17]1)([CH3:21])[CH3:20]. (3) Given the reactants [CH3:1][C:2](=[N:4][OH:5])[CH3:3].[N:6]1[C:13](Cl)=[N:12][C:10](Cl)=[N:9][C:7]=1Cl.C([N:17]([CH2:20][CH3:21])[CH2:18][CH3:19])C, predict the reaction product. The product is: [CH2:20]([N:17]([CH2:18][CH3:19])[C:7]1[N:9]=[C:10]([O:5][N:4]=[C:2]([CH3:3])[CH3:1])[N:12]=[C:13]([O:5][N:4]=[C:2]([CH3:3])[CH3:1])[N:6]=1)[CH3:21].